Dataset: Catalyst prediction with 721,799 reactions and 888 catalyst types from USPTO. Task: Predict which catalyst facilitates the given reaction. (1) Reactant: N1(O[C:11]([N:13]2[C@H:17]([C:18]3[CH:23]=[CH:22][C:21]([Cl:24])=[CH:20][CH:19]=3)[C@H:16]([C:25]3[CH:30]=[CH:29][C:28]([Cl:31])=[CH:27][CH:26]=3)[N:15]=[C:14]2[C:32]2[CH:37]=[C:36]([S:38](=[O:42])(=[O:41])[NH:39][CH3:40])[C:35]([Cl:43])=[CH:34][C:33]=2[O:44][CH2:45][CH3:46])=[O:12])C2C=CC=CC=2N=N1.[N:47]1([C:53](=[O:61])[CH2:54][N:55]2[CH2:60][CH2:59][NH:58][CH2:57][CH2:56]2)[CH2:52][CH2:51][O:50][CH2:49][CH2:48]1.C(N(C(C)C)CC)(C)C. Product: [Cl:31][C:28]1[CH:27]=[CH:26][C:25]([C@H:16]2[C@@H:17]([C:18]3[CH:19]=[CH:20][C:21]([Cl:24])=[CH:22][CH:23]=3)[N:13]([C:11]([N:58]3[CH2:59][CH2:60][N:55]([CH2:54][C:53]([N:47]4[CH2:48][CH2:49][O:50][CH2:51][CH2:52]4)=[O:61])[CH2:56][CH2:57]3)=[O:12])[C:14]([C:32]3[C:33]([O:44][CH2:45][CH3:46])=[CH:34][C:35]([Cl:43])=[C:36]([S:38]([NH:39][CH3:40])(=[O:41])=[O:42])[CH:37]=3)=[N:15]2)=[CH:30][CH:29]=1. The catalyst class is: 9. (2) Reactant: [H-].[Al+3].[Li+].[H-].[H-].[H-].C(O[C:12]([N:14]1[CH2:36][CH2:35][C:17]2[N:18]([CH2:26][CH2:27][C:28]3[CH:29]=[N:30][C:31]([CH3:34])=[CH:32][CH:33]=3)[C:19]3[CH:20]=[CH:21][C:22]([CH3:25])=[CH:23][C:24]=3[C:16]=2[CH2:15]1)=O)(C)(C)C.O.O.O.O.O.O.O.O.O.O.S([O-])([O-])(=O)=O.[Na+].[Na+]. Product: [CH3:12][N:14]1[CH2:36][CH2:35][C:17]2[N:18]([CH2:26][CH2:27][C:28]3[CH:29]=[N:30][C:31]([CH3:34])=[CH:32][CH:33]=3)[C:19]3[CH:20]=[CH:21][C:22]([CH3:25])=[CH:23][C:24]=3[C:16]=2[CH2:15]1. The catalyst class is: 7. (3) Product: [C:1]1([CH2:7][CH2:8][CH2:9][CH:10]=[O:11])[CH:6]=[CH:5][CH:4]=[CH:3][CH:2]=1. Reactant: [C:1]1([CH2:7][CH2:8][CH2:9][CH2:10][OH:11])[CH:6]=[CH:5][CH:4]=[CH:3][CH:2]=1.CC(OI1(OC(C)=O)(OC(C)=O)OC(=O)C2C=CC=CC1=2)=O. The catalyst class is: 4. (4) Reactant: [O:1]1[C:10]2[CH2:9][CH2:8][N:7]([C:11]([O:13][C:14]([CH3:17])([CH3:16])[CH3:15])=[O:12])[CH2:6][CH2:5][C:4]=2[CH:3]=[CH:2]1.[Br:18]N1C(=O)CCC1=O.C([O-])(O)=O.[Na+]. The catalyst class is: 845. Product: [Br:18][C:2]1[O:1][C:10]2[CH2:9][CH2:8][N:7]([C:11]([O:13][C:14]([CH3:17])([CH3:16])[CH3:15])=[O:12])[CH2:6][CH2:5][C:4]=2[CH:3]=1. (5) Reactant: [Cl:1][C:2]1[CH:25]=[CH:24][CH:23]=[C:22]([Cl:26])[C:3]=1[C:4]([NH:6][CH:7]([CH2:12][C:13]1[CH:18]=[CH:17][C:16]([N+:19]([O-])=O)=[CH:15][CH:14]=1)[C:8]([O:10][CH3:11])=[O:9])=[O:5]. Product: [NH2:19][C:16]1[CH:17]=[CH:18][C:13]([CH2:12][CH:7]([NH:6][C:4](=[O:5])[C:3]2[C:22]([Cl:26])=[CH:23][CH:24]=[CH:25][C:2]=2[Cl:1])[C:8]([O:10][CH3:11])=[O:9])=[CH:14][CH:15]=1. The catalyst class is: 465. (6) Reactant: Cl[C:2]1[CH:7]=[CH:6][C:5]([O:8][C:9]2[CH:14]=[CH:13][C:12]([F:15])=[CH:11][CH:10]=2)=[CH:4][N:3]=1.[F:16][C:17]1[CH:23]=[CH:22][C:20]([NH2:21])=[CH:19][C:18]=1[O:24][CH3:25].C1(P(C2C=CC=CC=2)C2C3OC4C(=CC=CC=4P(C4C=CC=CC=4)C4C=CC=CC=4)C(C)(C)C=3C=CC=2)C=CC=CC=1.C(=O)([O-])[O-].[Cs+].[Cs+]. Product: [F:16][C:17]1[CH:23]=[CH:22][C:20]([NH:21][C:2]2[CH:7]=[CH:6][C:5]([O:8][C:9]3[CH:14]=[CH:13][C:12]([F:15])=[CH:11][CH:10]=3)=[CH:4][N:3]=2)=[CH:19][C:18]=1[O:24][CH3:25]. The catalyst class is: 155. (7) Reactant: [C:1]([O:5][CH2:6][C:7]1[CH:12]=[CH:11][CH:10]=[CH:9][CH:8]=1)(=[O:4])[CH:2]=[CH2:3].[CH2:13]([NH2:20])[C:14]1[CH:19]=[CH:18][CH:17]=[CH:16][CH:15]=1. Product: [CH2:13]([NH:20][CH2:3][CH2:2][C:1]([O:5][CH2:6][C:7]1[CH:12]=[CH:11][CH:10]=[CH:9][CH:8]=1)=[O:4])[C:14]1[CH:19]=[CH:18][CH:17]=[CH:16][CH:15]=1. The catalyst class is: 8. (8) Reactant: Cl.[CH3:2][C:3]1[NH:7][CH:6]=[N:5][C:4]=1[C:8]([OH:10])=O.C1C=CC2N(O)N=NC=2C=1.CCN=C=NCCCN(C)C.C[Si](C)(C)NC(=O)C.[OH:40][CH2:41][CH2:42][NH:43][CH:44]1[CH2:49][CH2:48][N:47]([C:50]([O:52][C:53]([CH3:56])([CH3:55])[CH3:54])=[O:51])[CH2:46][CH2:45]1. Product: [OH:40][CH2:41][CH2:42][N:43]([C:8]([C:4]1[N:5]=[CH:6][NH:7][C:3]=1[CH3:2])=[O:10])[CH:44]1[CH2:49][CH2:48][N:47]([C:50]([O:52][C:53]([CH3:56])([CH3:55])[CH3:54])=[O:51])[CH2:46][CH2:45]1. The catalyst class is: 556. (9) Reactant: [CH2:1]([O:8][C:9]1[C:10]([C:30]([O:32][C:33]([CH3:36])([CH3:35])[CH3:34])=[O:31])=[N:11][C:12]([CH2:16][CH:17]2[CH2:22][CH2:21][N:20]([C:23]3[CH:28]=[CH:27][C:26](Br)=[CH:25][N:24]=3)[CH2:19][CH2:18]2)=[N:13][C:14]=1[CH3:15])[C:2]1[CH:7]=[CH:6][CH:5]=[CH:4][CH:3]=1.[Br-].[N:38]1[CH:43]=[CH:42][CH:41]=[CH:40][C:39]=1[Zn+]. Product: [CH2:1]([O:8][C:9]1[C:10]([C:30]([O:32][C:33]([CH3:36])([CH3:35])[CH3:34])=[O:31])=[N:11][C:12]([CH2:16][CH:17]2[CH2:22][CH2:21][N:20]([C:23]3[N:24]=[CH:25][C:26]([C:39]4[CH:40]=[CH:41][CH:42]=[CH:43][N:38]=4)=[CH:27][CH:28]=3)[CH2:19][CH2:18]2)=[N:13][C:14]=1[CH3:15])[C:2]1[CH:7]=[CH:6][CH:5]=[CH:4][CH:3]=1. The catalyst class is: 602.